Task: Predict the reaction yield, written as a fraction of the theoretical maximum amount of product (1.0 means a 100% yield; for example, 0.34 means a 34% yield).. Dataset: Reaction yield outcomes from USPTO patents with 853,638 reactions (1) The reactants are [Cl:1][C:2]1[CH:3]=[C:4]([CH:8]=[C:9]([O:11][CH:12]([F:14])[F:13])[CH:10]=1)[C:5]([OH:7])=O.C(Cl)(=O)C(Cl)=O.[CH3:21][NH:22][O:23][CH3:24].C(N(CC)CC)C. The catalyst is C(Cl)Cl.CN(C=O)C. The product is [Cl:1][C:2]1[CH:3]=[C:4]([CH:8]=[C:9]([O:11][CH:12]([F:14])[F:13])[CH:10]=1)[C:5]([N:22]([O:23][CH3:24])[CH3:21])=[O:7]. The yield is 0.930. (2) The reactants are C(N(C(C)C)P1O[C:20]2[CH:22]=[CH:23][C:24]3[CH:25]=CC=C[C:29]=3[C:19]=2[C:18]2C3C(C=[CH:37][C:17]=2[O:16]1)=CC=CC=3)(C1C=CC=CC=1)C1C=CC=CC=1.[C:41]1([CH2:47][CH2:48][CH2:49]CC=C)[CH:46]=[CH:45][CH:44]=[CH:43][CH:42]=1.CC1CCCC(=O)C=1. The catalyst is C(OC)(C)(C)C.C(Cl)Cl.Cl[Cu].[Cu]. The product is [CH3:25][C@@:24]1([CH2:23][CH2:22][CH2:20][CH:47]([C:41]2[CH:46]=[CH:45][CH:44]=[CH:43][CH:42]=2)[CH2:48][CH3:49])[CH2:29][CH2:19][CH2:18][C:17](=[O:16])[CH2:37]1. The yield is 0.650. (3) The reactants are C([N:8]1[CH2:25][CH2:24][C:11]2([O:19][C:18]3[CH:17]=[N:16][N:15]([CH:20]([CH3:22])[CH3:21])[C:14]=3[C:13](=[O:23])[CH2:12]2)[CH2:10][CH2:9]1)C1C=CC=CC=1.ClC(OC(Cl)C)=O. The catalyst is ClCCCl. The product is [CH:20]([N:15]1[C:14]2[C:13](=[O:23])[CH2:12][C:11]3([CH2:10][CH2:9][NH:8][CH2:25][CH2:24]3)[O:19][C:18]=2[CH:17]=[N:16]1)([CH3:22])[CH3:21]. The yield is 0.860. (4) The reactants are [NH2:1][C:2]1[C:3]2[N:4]([C:8]([CH3:12])=[C:9]([CH3:11])[N:10]=2)[CH:5]=[CH:6][CH:7]=1.[CH3:13][O:14][C:15]1[CH:22]=[C:21]([CH3:23])[C:18]([CH:19]=O)=[C:17]([CH3:24])[CH:16]=1.C([BH3-])#N.[Na+].[OH-].[Na+]. The catalyst is CO.[Cl-].[Zn+2].[Cl-]. The product is [CH3:13][O:14][C:15]1[CH:22]=[C:21]([CH3:23])[C:18]([CH2:19][NH:1][C:2]2[C:3]3[N:4]([C:8]([CH3:12])=[C:9]([CH3:11])[N:10]=3)[CH:5]=[CH:6][CH:7]=2)=[C:17]([CH3:24])[CH:16]=1. The yield is 0.600. (5) The reactants are [F:1][C:2]([F:31])([F:30])[C:3]1[CH:4]=[CH:5][C:6]([C:9]#[C:10][C:11]2[CH:12]=[CH:13][C:14]([N:17]3[CH2:22][CH2:21][N:20](C(OC(C)(C)C)=O)[CH2:19][CH2:18]3)=[N:15][CH:16]=2)=[N:7][CH:8]=1.FC(F)(F)C(O)=O.C(N(CC)CC)C.[CH3:46][S:47](Cl)(=[O:49])=[O:48]. The catalyst is C(Cl)Cl. The product is [CH3:46][S:47]([N:20]1[CH2:21][CH2:22][N:17]([C:14]2[CH:13]=[CH:12][C:11]([C:10]#[C:9][C:6]3[CH:5]=[CH:4][C:3]([C:2]([F:31])([F:30])[F:1])=[CH:8][N:7]=3)=[CH:16][N:15]=2)[CH2:18][CH2:19]1)(=[O:49])=[O:48]. The yield is 0.650. (6) No catalyst specified. The product is [CH2:35]([N:4]1[CH:5]=[C:6]([C:17]([N:19]2[CH2:24][CH2:23][CH:22]([C:25]3[CH:26]=[CH:27][C:28]([F:31])=[CH:29][CH:30]=3)[CH2:21][CH2:20]2)=[O:18])[C:7]([NH:8][C:9]2[CH:14]=[C:13]([Cl:15])[CH:12]=[CH:11][C:10]=2[CH3:16])=[C:2]([Cl:1])[C:3]1=[O:32])[CH:34]=[CH2:33]. The yield is 0.890. The reactants are [Cl:1][C:2]1[C:3](=[O:32])[NH:4][CH:5]=[C:6]([C:17]([N:19]2[CH2:24][CH2:23][CH:22]([C:25]3[CH:30]=[CH:29][C:28]([F:31])=[CH:27][CH:26]=3)[CH2:21][CH2:20]2)=[O:18])[C:7]=1[NH:8][C:9]1[CH:14]=[C:13]([Cl:15])[CH:12]=[CH:11][C:10]=1[CH3:16].[CH2:33](Br)[CH:34]=[CH2:35]. (7) The reactants are [CH2:1]([O:3][C:4](=[O:41])[C:5]([CH3:40])([CH3:39])[CH2:6][CH2:7][CH2:8][CH2:9][CH2:10][CH2:11][C:12]([N+]#[C-])(S(C1C=CC(C)=CC=1)(=O)=O)[CH2:13][CH2:14][CH2:15][CH2:16][CH2:17][CH2:18][C:19]([CH3:26])([CH3:25])[C:20]([O:22][CH2:23][CH3:24])=[O:21])[CH3:2].Cl.[OH2:43]. The catalyst is C(Cl)Cl. The product is [CH2:1]([O:3][C:4](=[O:41])[C:5]([CH3:40])([CH3:39])[CH2:6][CH2:7][CH2:8][CH2:9][CH2:10][CH2:11][C:12](=[O:43])[CH2:13][CH2:14][CH2:15][CH2:16][CH2:17][CH2:18][C:19]([CH3:26])([CH3:25])[C:20]([O:22][CH2:23][CH3:24])=[O:21])[CH3:2]. The yield is 0.400. (8) The reactants are C1(P(C2C=CC=CC=2)C2C=CC=CC=2)C=CC=CC=1.[Br:20]Br.[Cl:22][C:23]1[C:30]([CH2:31][CH2:32]O)=[C:29]([F:34])[CH:28]=[CH:27][C:24]=1[C:25]#[N:26]. The catalyst is C(Cl)Cl.CCCCCC. The product is [Br:20][CH2:32][CH2:31][C:30]1[C:23]([Cl:22])=[C:24]([CH:27]=[CH:28][C:29]=1[F:34])[C:25]#[N:26]. The yield is 0.960.